Task: Predict the product of the given reaction.. Dataset: Forward reaction prediction with 1.9M reactions from USPTO patents (1976-2016) (1) Given the reactants [C:1]([O:5][C:6](=[O:15])[NH:7][C@H:8]1[CH2:13][CH2:12][C@H:11]([OH:14])[CH2:10][CH2:9]1)([CH3:4])([CH3:3])[CH3:2].Cl[C:17]1[S:18][C:19]2[CH:25]=[CH:24][CH:23]=[C:22]([O:26][CH3:27])[C:20]=2[N:21]=1.[H-].[Na+].CN(C=O)C, predict the reaction product. The product is: [C:1]([O:5][C:6](=[O:15])[NH:7][C@H:8]1[CH2:9][CH2:10][C@H:11]([O:14][C:17]2[S:18][C:19]3[CH:25]=[CH:24][CH:23]=[C:22]([O:26][CH3:27])[C:20]=3[N:21]=2)[CH2:12][CH2:13]1)([CH3:4])([CH3:2])[CH3:3]. (2) Given the reactants [F:1][C:2]1[CH:11]=[CH:10][C:5]2[S:6][CH:7]=[C:8]([CH3:9])[C:4]=2[CH:3]=1.[Br:12]N1C(=O)CCC1=O.CCCCCC, predict the reaction product. The product is: [Br:12][CH2:9][C:8]1[C:4]2[CH:3]=[C:2]([F:1])[CH:11]=[CH:10][C:5]=2[S:6][CH:7]=1. (3) Given the reactants FC(F)(F)C(O)=O.[CH:8]1([C:13]([N:15]2[CH2:20][CH:19]([C:21]3[CH:26]=[CH:25][C:24]([CH2:27][CH3:28])=[CH:23][CH:22]=3)[CH2:18][CH:17]([NH2:29])[CH2:16]2)=[O:14])[CH2:12][CH2:11][CH2:10][CH2:9]1.[CH3:30][C:31]1[S:32][C:33]([C:37](O)=[O:38])=[C:34]([CH3:36])[N:35]=1, predict the reaction product. The product is: [CH:8]1([C:13]([N:15]2[CH2:20][CH:19]([C:21]3[CH:22]=[CH:23][C:24]([CH2:27][CH3:28])=[CH:25][CH:26]=3)[CH2:18][CH:17]([NH:29][C:37]([C:33]3[S:32][C:31]([CH3:30])=[N:35][C:34]=3[CH3:36])=[O:38])[CH2:16]2)=[O:14])[CH2:9][CH2:10][CH2:11][CH2:12]1. (4) The product is: [Cl:26][C:15]1[CH:16]=[N:17][C:18]2[C:23]([C:14]=1[N:11]1[CH2:12][CH2:13][N:8]([CH2:7][CH2:6][NH2:5])[CH2:9][CH2:10]1)=[CH:22][C:21]([O:24][CH3:25])=[CH:20][CH:19]=2. Given the reactants FC(F)(F)C([NH:5][CH2:6][CH2:7][N:8]1[CH2:13][CH2:12][N:11]([C:14]2[C:23]3[C:18](=[CH:19][CH:20]=[C:21]([O:24][CH3:25])[CH:22]=3)[N:17]=[CH:16][C:15]=2[Cl:26])[CH2:10][CH2:9]1)=O.C([O-])([O-])=O.[K+].[K+].O, predict the reaction product. (5) Given the reactants [C:1]1(=[O:12])[O:7][C:5](=[O:6])[C:4]2=[CH:8][CH:9]=[CH:10][CH:11]=[C:3]2[CH2:2]1.[C:13]1([C@@H:19]([NH2:22])[CH2:20][CH3:21])[CH:18]=[CH:17][CH:16]=[CH:15][CH:14]=1, predict the reaction product. The product is: [C:13]1([C@@H:19]([NH:22][C:1]([CH2:2][C:3]2[CH:11]=[CH:10][CH:9]=[CH:8][C:4]=2[C:5]([OH:7])=[O:6])=[O:12])[CH2:20][CH3:21])[CH:18]=[CH:17][CH:16]=[CH:15][CH:14]=1. (6) Given the reactants [NH:1]1[C:10]2[C:5]([CH:6]=[CH:7][C:8]3[C:9]=2[CH:11]=[CH:12][N:13]=3)=[CH:4][CH:3]=[C:2]1[C:14](=O)[C:15]([O:17]C)=O.[C:20]([NH2:23])(=[O:22])[CH3:21], predict the reaction product. The product is: [NH:1]1[C:10]2[C:5]([CH:6]=[CH:7][C:8]3[C:9]=2[CH:11]=[CH:12][N:13]=3)=[CH:4][CH:3]=[C:2]1[C:14]1[C:15](=[O:17])[NH:23][C:20](=[O:22])[CH:21]=1. (7) Given the reactants [O:1]=[C:2]1[NH:8][C:7]2[CH:9]=[CH:10][CH:11]=[CH:12][C:6]=2[S:5][C@@H:4](C2SC=CC=2)[C@H:3]1[NH:18][C:19](=[O:28])[O:20][CH2:21][C:22]1[CH:27]=[CH:26][CH:25]=[CH:24][CH:23]=1.C(OC(N/C(=C\[C:46]1[CH:50]=[CH:49][O:48][CH:47]=1)/C(OC)=O)=O)C1C=CC=CC=1, predict the reaction product. The product is: [O:1]=[C:2]1[NH:8][C:7]2[CH:9]=[CH:10][CH:11]=[CH:12][C:6]=2[S:5][C@H:4]([C:46]2[CH:50]=[CH:49][O:48][CH:47]=2)[C@H:3]1[NH:18][C:19](=[O:28])[O:20][CH2:21][C:22]1[CH:27]=[CH:26][CH:25]=[CH:24][CH:23]=1. (8) Given the reactants [NH2:1][C:2]([NH:4][C:5]1[CH:9]=[C:8]([Br:10])[S:7][C:6]=1[C:11]([O:13]C)=O)=[O:3].C[Al](C)C.[NH2:19][C@H:20]1[CH2:25][CH2:24][CH2:23][N:22]([C:26]([O:28][C:29]([CH3:32])([CH3:31])[CH3:30])=[O:27])[CH2:21]1.C[Al](C)C.N[C@H]1CCCN(C(OC(C)(C)C)=O)C1.[C@H](O)(C([O-])=O)[C@@H](O)C([O-])=O.[Na+].[K+], predict the reaction product. The product is: [NH2:1][C:2]([NH:4][C:5]1[CH:9]=[C:8]([Br:10])[S:7][C:6]=1[C:11]([NH:19][C@H:20]1[CH2:25][CH2:24][CH2:23][N:22]([C:26]([O:28][C:29]([CH3:32])([CH3:31])[CH3:30])=[O:27])[CH2:21]1)=[O:13])=[O:3]. (9) Given the reactants C(O[CH:5]1[O:22][C@H:21]([CH2:23][O:24][C:25](=[O:27])[CH3:26])[C@@H:16]([O:17][C:18](=[O:20])[CH3:19])[C@H:11]([O:12][C:13](=[O:15])[CH3:14])[C@@H:6]1[O:7][C:8](=[O:10])[CH3:9])(=O)C.[N:28]([Si](C)(C)C)=[N+:29]=[N-:30].[Sn](Cl)(Cl)(Cl)Cl, predict the reaction product. The product is: [C:8]([O:7][C@H:6]1[C@@H:11]([O:12][C:13](=[O:15])[CH3:14])[C@H:16]([O:17][C:18](=[O:20])[CH3:19])[C@@H:21]([CH2:23][O:24][C:25](=[O:27])[CH3:26])[O:22][C@@H:5]1[N:28]=[N+:29]=[N-:30])(=[O:10])[CH3:9].